This data is from Peptide-MHC class I binding affinity with 185,985 pairs from IEDB/IMGT. The task is: Regression. Given a peptide amino acid sequence and an MHC pseudo amino acid sequence, predict their binding affinity value. This is MHC class I binding data. (1) The peptide sequence is YLYDETQDV. The MHC is HLA-A02:01 with pseudo-sequence HLA-A02:01. The binding affinity (normalized) is 1.00. (2) The binding affinity (normalized) is 0. The MHC is HLA-A03:01 with pseudo-sequence HLA-A03:01. The peptide sequence is ENAVWDQCK. (3) The peptide sequence is RPRPRTPEW. The MHC is HLA-B15:42 with pseudo-sequence HLA-B15:42. The binding affinity (normalized) is 0.213. (4) The peptide sequence is LLTACTIFYI. The MHC is H-2-Dd with pseudo-sequence H-2-Dd. The binding affinity (normalized) is 0.138.